Dataset: Merck oncology drug combination screen with 23,052 pairs across 39 cell lines. Task: Regression. Given two drug SMILES strings and cell line genomic features, predict the synergy score measuring deviation from expected non-interaction effect. (1) Drug 1: CN1C(=O)C=CC2(C)C3CCC4(C)C(NC(=O)OCC(F)(F)F)CCC4C3CCC12. Drug 2: COC12C(COC(N)=O)C3=C(C(=O)C(C)=C(N)C3=O)N1CC1NC12. Cell line: A375. Synergy scores: synergy=-3.30. (2) Drug 1: CC(=O)OC1C(=O)C2(C)C(O)CC3OCC3(OC(C)=O)C2C(OC(=O)c2ccccc2)C2(O)CC(OC(=O)C(O)C(NC(=O)c3ccccc3)c3ccccc3)C(C)=C1C2(C)C. Drug 2: CC(C)CC(NC(=O)C(Cc1ccccc1)NC(=O)c1cnccn1)B(O)O. Cell line: UWB1289. Synergy scores: synergy=-46.7.